The task is: Predict the reaction yield, written as a fraction of the theoretical maximum amount of product (1.0 means a 100% yield; for example, 0.34 means a 34% yield).. This data is from Reaction yield outcomes from USPTO patents with 853,638 reactions. (1) The reactants are [C:1]([O:5][C:6]([N:8]([CH2:19][C:20]1[CH:25]=[CH:24][CH:23]=[CH:22][CH:21]=1)[C@H:9]([CH2:17][OH:18])[CH2:10][C:11]1[CH:16]=[CH:15][CH:14]=[CH:13][CH:12]=1)=[O:7])([CH3:4])([CH3:3])[CH3:2].CC1(C)N([O])C(C)(C)CCC1.[Br-].[Na+].C(=O)(O)[O-].[Na+]. The catalyst is C1(C)C=CC=CC=1.O.C(OCC)(=O)C. The product is [C:1]([O:5][C:6]([N:8]([CH2:19][C:20]1[CH:21]=[CH:22][CH:23]=[CH:24][CH:25]=1)[C@H:9]([CH:17]=[O:18])[CH2:10][C:11]1[CH:12]=[CH:13][CH:14]=[CH:15][CH:16]=1)=[O:7])([CH3:4])([CH3:2])[CH3:3]. The yield is 1.00. (2) The reactants are [CH3:1][C@@H:2]1[CH2:7][O:6][CH2:5][CH2:4][N:3]1[C:8]1[N:16]=[C:15]2[C:11]([N:12]=[C:13]([C:23]3[CH:28]=[CH:27][CH:26]=[CH:25][N:24]=3)[N:14]2C2CCCCO2)=[C:10]([N:29]2[CH2:34][CH2:33][O:32][CH2:31][C@H:30]2[CH3:35])[N:9]=1.Cl.C([O-])([O-])=O.[Na+].[Na+].C(Cl)Cl. The catalyst is C1COCC1. The product is [CH3:1][C@@H:2]1[CH2:7][O:6][CH2:5][CH2:4][N:3]1[C:8]1[N:16]=[C:15]2[C:11]([N:12]=[C:13]([C:23]3[CH:28]=[CH:27][CH:26]=[CH:25][N:24]=3)[NH:14]2)=[C:10]([N:29]2[CH2:34][CH2:33][O:32][CH2:31][C@H:30]2[CH3:35])[N:9]=1. The yield is 0.880.